Task: Predict the reactants needed to synthesize the given product.. Dataset: Full USPTO retrosynthesis dataset with 1.9M reactions from patents (1976-2016) (1) Given the product [OH:11][C:6]1[CH:7]=[CH:8][C:9]([S:22][C:19]2[CH:18]=[CH:17][C:16]([NH:15][C:12](=[O:14])[CH3:13])=[CH:21][CH:20]=2)=[C:4]([N+:1]([O-:3])=[O:2])[CH:5]=1, predict the reactants needed to synthesize it. The reactants are: [N+:1]([C:4]1[CH:5]=[C:6]([OH:11])[CH:7]=[CH:8][C:9]=1Cl)([O-:3])=[O:2].[C:12]([NH:15][C:16]1[CH:21]=[CH:20][C:19]([SH:22])=[CH:18][CH:17]=1)(=[O:14])[CH3:13].C(=O)([O-])[O-].[Cs+].[Cs+]. (2) Given the product [NH:5]1[C:6]2=[N:7][CH:8]=[CH:9][CH:10]=[C:11]2[C:3]([C:2]#[N:14])=[N:4]1, predict the reactants needed to synthesize it. The reactants are: F[C:2](F)(F)[C:3]1[C:11]2[C:6](=[N:7][CH:8]=[CH:9][CH:10]=2)[NH:5][N:4]=1.[NH3:14].